Dataset: Catalyst prediction with 721,799 reactions and 888 catalyst types from USPTO. Task: Predict which catalyst facilitates the given reaction. (1) Reactant: [F:1][C:2]1[CH:3]=[C:4]([C:8]2[CH:16]=[CH:15][CH:14]=[C:13]3[C:9]=2/[C:10](=[CH:18]/[C:19]2[NH:20][C:21]([CH3:27])=[CH:22][C:23]=2[C:24]([OH:26])=O)/[C:11](=[O:17])[NH:12]3)[CH:5]=[CH:6][CH:7]=1.C(Cl)CCl.C1C=CC2N(O)N=NC=2C=1.[CH:42]1([NH:45][CH2:46][C@@H:47]2[NH:51][CH2:50][C@H:49]([OH:52])[CH2:48]2)[CH2:44][CH2:43]1. Product: [CH:42]1([NH:45][CH2:46][C@H:47]2[CH2:48][C@@H:49]([OH:52])[CH2:50][N:51]2[C:24]([C:23]2[CH:22]=[C:21]([CH3:27])[NH:20][C:19]=2/[CH:18]=[C:10]2\[C:11](=[O:17])[NH:12][C:13]3[C:9]\2=[C:8]([C:4]2[CH:5]=[CH:6][CH:7]=[C:2]([F:1])[CH:3]=2)[CH:16]=[CH:15][CH:14]=3)=[O:26])[CH2:44][CH2:43]1. The catalyst class is: 3. (2) Reactant: [Cl:1][C:2]1[CH:3]=[C:4]([CH:13]=[CH:14][C:15]=1[F:16])[CH2:5][NH:6][C:7]1[S:8][CH2:9][C:10](=[O:12])[N:11]=1.C(O[Na])(C)=O.[CH:22]([C:24]1[N:25]=[C:26]2[C:31](=[CH:32][CH:33]=1)[N:30]=[CH:29][C:28]([C:34]#[N:35])=[CH:27]2)=O. Product: [Cl:1][C:2]1[CH:3]=[C:4]([CH:13]=[CH:14][C:15]=1[F:16])[CH2:5][NH:6][C:7]1[S:8][C:9](=[CH:22][C:24]2[N:25]=[C:26]3[C:31](=[CH:32][CH:33]=2)[N:30]=[CH:29][C:28]([C:34]#[N:35])=[CH:27]3)[C:10](=[O:12])[N:11]=1. The catalyst class is: 52. (3) Reactant: Cl[C:2]1([C:13]2[CH:18]=[CH:17][CH:16]=[CH:15][C:14]=2[O:19][CH3:20])[C:10]2[C:5](=[CH:6][CH:7]=[C:8]([Cl:11])[CH:9]=2)[NH:4][C:3]1=[O:12].FC(F)(F)C(O)=O.[OH:28][C@H:29]1[CH2:33][NH:32][C@H:31]([C:34]([O:36][CH3:37])=[O:35])[CH2:30]1.CCN(CC)CC.C([O-])([O-])=O.[K+].[K+]. Product: [Cl:11][C:8]1[CH:9]=[C:10]2[C:5](=[CH:6][CH:7]=1)[NH:4][C:3](=[O:12])[C:2]2([N:32]1[CH2:33][C@H:29]([OH:28])[CH2:30][C@H:31]1[C:34]([O:36][CH3:37])=[O:35])[C:13]1[CH:18]=[CH:17][CH:16]=[CH:15][C:14]=1[O:19][CH3:20]. The catalyst class is: 22. (4) Reactant: [CH2:1]([C:5]1[CH:13]=[CH:12][C:8]([C:9]([OH:11])=O)=[CH:7][CH:6]=1)[CH2:2][CH2:3][CH3:4].CCN(CC)CC.CN(C(ON1N=NC2C=CC=CC1=2)=[N+](C)C)C.[B-](F)(F)(F)F.C([O-])(=O)C.[O:47]=[C:48]1[C@@H:51]([NH3+:52])[CH2:50][NH:49]1. Product: [CH2:1]([C:5]1[CH:6]=[CH:7][C:8]([C:9]([NH:52][C@H:51]2[CH2:50][NH:49][C:48]2=[O:47])=[O:11])=[CH:12][CH:13]=1)[CH2:2][CH2:3][CH3:4]. The catalyst class is: 158.